From a dataset of Catalyst prediction with 721,799 reactions and 888 catalyst types from USPTO. Predict which catalyst facilitates the given reaction. (1) Reactant: [C:1]([O:5][C:6]([CH2:8][C@H:9]1[CH2:14][CH2:13][C@H:12]([C:15]2[CH:23]=[CH:22][C:18]([C:19]([OH:21])=O)=[CH:17][CH:16]=2)[CH2:11][CH2:10]1)=[O:7])([CH3:4])([CH3:3])[CH3:2].OC1C2N=NNC=2C=CC=1.Cl.C(N=C=NCCCN(C)C)C.C(N(C(C)C)CC)(C)C.[CH2:55]([C:62]1[S:66][C:65]([NH2:67])=[N:64][N:63]=1)[C:56]1[CH:61]=[CH:60][CH:59]=[CH:58][CH:57]=1. Product: [CH2:55]([C:62]1[S:66][C:65]([NH:67][C:19]([C:18]2[CH:17]=[CH:16][C:15]([C@H:12]3[CH2:13][CH2:14][C@H:9]([CH2:8][C:6]([O:5][C:1]([CH3:4])([CH3:3])[CH3:2])=[O:7])[CH2:10][CH2:11]3)=[CH:23][CH:22]=2)=[O:21])=[N:64][N:63]=1)[C:56]1[CH:57]=[CH:58][CH:59]=[CH:60][CH:61]=1. The catalyst class is: 120. (2) Reactant: [CH3:1][CH:2]([NH:4][C:5]1[CH:9]=[C:8]([C:10]2[CH:15]=[CH:14][N:13]=[CH:12][CH:11]=2)[S:7][C:6]=1[C:16]([OH:18])=O)[CH3:3].[Cl-].[NH4+].C([N:23](CC)CC)C.Cl.CN(C)CCCN=C=NCC.ON1C2C=CC=CC=2N=N1. Product: [CH3:1][CH:2]([NH:4][C:5]1[CH:9]=[C:8]([C:10]2[CH:15]=[CH:14][N:13]=[CH:12][CH:11]=2)[S:7][C:6]=1[C:16]([NH2:23])=[O:18])[CH3:3]. The catalyst class is: 634. (3) Reactant: [F:1][C:2]1[CH:7]=[CH:6][C:5]([C:8]2[N:12]([CH3:13])[N:11]=[CH:10][C:9]=2[C:14]2[S:15][CH:16]=[C:17]([CH2:19][C:20]([OH:22])=O)[N:18]=2)=[CH:4][CH:3]=1.CCN=C=NCCCN(C)C.C1C=CC2N(O)N=NC=2C=1.[O:44]1[CH2:49][CH2:48][CH:47]([CH2:50][NH2:51])[CH2:46][CH2:45]1. Product: [F:1][C:2]1[CH:7]=[CH:6][C:5]([C:8]2[N:12]([CH3:13])[N:11]=[CH:10][C:9]=2[C:14]2[S:15][CH:16]=[C:17]([CH2:19][C:20]([NH:51][CH2:50][CH:47]3[CH2:48][CH2:49][O:44][CH2:45][CH2:46]3)=[O:22])[N:18]=2)=[CH:4][CH:3]=1. The catalyst class is: 18. (4) Reactant: Br[C:2]([F:9])([F:8])C(OCC)=O.[Br:10][C:11]1[CH:16]=[C:15]([OH:17])[CH:14]=[CH:13][N:12]=1.C(=O)([O-])[O-].[K+].[K+].CN(C)C=O. Product: [Br:10][C:11]1[CH:16]=[C:15]([O:17][CH:2]([F:9])[F:8])[CH:14]=[CH:13][N:12]=1. The catalyst class is: 6. (5) Reactant: [H-].[Na+].[C:3]([O:10][CH3:11])(=[O:9])[CH2:4][C:5]([O:7][CH3:8])=[O:6].F[C:13]1[CH:18]=[C:17](F)[CH:16]=[CH:15][C:14]=1[N+:20]([O-:22])=[O:21]. Product: [N+:20]([C:14]1[CH:15]=[CH:16][C:17]([CH:4]([C:3]([O:10][CH3:11])=[O:9])[C:5]([O:7][CH3:8])=[O:6])=[CH:18][C:13]=1[CH:4]([C:3]([O:10][CH3:11])=[O:9])[C:5]([O:7][CH3:8])=[O:6])([O-:22])=[O:21]. The catalyst class is: 16. (6) Reactant: S(Cl)([Cl:3])=O.[Cl:5][S:6]([C:9]1[C:10]([O:18][CH3:19])=[C:11]([CH:15]=[CH:16][CH:17]=1)[C:12](O)=[O:13])(=[O:8])=[O:7]. Product: [Cl:5][S:6]([C:9]1[C:10]([O:18][CH3:19])=[C:11]([CH:15]=[CH:16][CH:17]=1)[C:12]([Cl:3])=[O:13])(=[O:8])=[O:7]. The catalyst class is: 9. (7) Reactant: C([O:8][C:9]1[CH:14]=[CH:13][C:12]([N:15]2[C:19]3=[N:20][CH:21]=[C:22]([O:24][CH2:25][CH:26]([F:28])[F:27])[CH:23]=[C:18]3[N:17]([CH2:29][CH3:30])[C:16]2=[O:31])=[CH:11][CH:10]=1)C1C=CC=CC=1. Product: [F:28][CH:26]([F:27])[CH2:25][O:24][C:22]1[CH:23]=[C:18]2[N:17]([CH2:29][CH3:30])[C:16](=[O:31])[N:15]([C:12]3[CH:11]=[CH:10][C:9]([OH:8])=[CH:14][CH:13]=3)[C:19]2=[N:20][CH:21]=1. The catalyst class is: 50. (8) Reactant: CC[N:3](C1C=CC=CC=1)CC.[OH:12][C:13]1[CH:22]=[CH:21][C:20]2[C:15](=[CH:16][CH:17]=[CH:18][CH:19]=2)[C:14]=1[C:23]([OH:25])=O.Cl.CN(C)CCCN=C=NCC.ON1C2C=CC=CC=2N=N1. Product: [OH:12][C:13]1[CH:22]=[CH:21][C:20]2[C:15](=[CH:16][CH:17]=[CH:18][CH:19]=2)[C:14]=1[C:23]([NH2:3])=[O:25]. The catalyst class is: 1. (9) Reactant: [Cl:1][C:2]1[CH:7]=[CH:6][C:5]2=[N:8][C:9]3[C:22]4[CH:21]=[CH:20][CH:19]=[CH:18][C:17]=4[N:16]([CH3:23])[C:15]4[C:10]=3[C:11]([CH:12]=[C:13]([O:24]C)[CH:14]=4)=[C:4]2[CH:3]=1.ClC1C=CC2=NC3C4C=CC=CC=4NC4C=3C(C=C(OC)C=4)=C2C=1.[Cl-].[Al+3].[Cl-].[Cl-]. Product: [Cl:1][C:2]1[CH:7]=[CH:6][C:5]2=[N:8][C:9]3[C:22]4[CH:21]=[CH:20][CH:19]=[CH:18][C:17]=4[N:16]([CH3:23])[C:15]4[C:10]=3[C:11]([CH:12]=[C:13]([OH:24])[CH:14]=4)=[C:4]2[CH:3]=1. The catalyst class is: 48. (10) Reactant: CN(C(ON1N=NC2C=CC=NC1=2)=[N+](C)C)C.F[P-](F)(F)(F)(F)F.[C:25]([O:29][C:30]([NH:32][C@@H:33]([C@H:45]([CH3:53])[CH2:46][CH:47]([CH3:52])[CH2:48][CH2:49][CH:50]=[CH2:51])[C:34]([N:36]1[CH2:40][C@H:39]([OH:41])[CH2:38][C@H:37]1[C:42]([OH:44])=O)=[O:35])=[O:31])([CH3:28])([CH3:27])[CH3:26].Cl.[NH2:55][C@:56]1([C:61]([NH:63][S:64]([C:67]2([CH3:70])[CH2:69][CH2:68]2)(=[O:66])=[O:65])=[O:62])[CH2:58][C@H:57]1[CH:59]=[CH2:60].CCN(C(C)C)C(C)C. Product: [OH:41][C@H:39]1[CH2:40][N:36]([C:34](=[O:35])[C@@H:33]([NH:32][C:30](=[O:31])[O:29][C:25]([CH3:27])([CH3:28])[CH3:26])[C@H:45]([CH3:53])[CH2:46][CH:47]([CH3:52])[CH2:48][CH2:49][CH:50]=[CH2:51])[C@H:37]([C:42](=[O:44])[NH:55][C@:56]2([C:61](=[O:62])[NH:63][S:64]([C:67]3([CH3:70])[CH2:69][CH2:68]3)(=[O:66])=[O:65])[CH2:58][C@H:57]2[CH:59]=[CH2:60])[CH2:38]1. The catalyst class is: 2.